From a dataset of Catalyst prediction with 721,799 reactions and 888 catalyst types from USPTO. Predict which catalyst facilitates the given reaction. (1) Reactant: O.[NH2:2][NH2:3].[N:4]1[CH:9]=[CH:8][CH:7]=[C:6]([CH:10]=[CH:11][CH:12]=O)[CH:5]=1. Product: [N:2]1[NH:3][CH:10]([C:6]2[CH:5]=[N:4][CH:9]=[CH:8][CH:7]=2)[CH2:11][CH:12]=1. The catalyst class is: 218. (2) Reactant: F[B-](F)(F)F.F[B-](F)(F)F.[CH2:11]([O:18][C:19](=[CH:24][N:25]([CH3:27])C)[CH:20]=[N+:21](C)C)[C:12]1[CH:17]=[CH:16][CH:15]=[CH:14][CH:13]=1.Cl.[CH:29]1(C(N)=N)[CH2:31][CH2:30]1.C[O-].[Na+]. Product: [CH2:11]([O:18][C:19]1[CH:20]=[N:21][C:27]([CH:29]2[CH2:31][CH2:30]2)=[N:25][CH:24]=1)[C:12]1[CH:13]=[CH:14][CH:15]=[CH:16][CH:17]=1. The catalyst class is: 5.